Dataset: Catalyst prediction with 721,799 reactions and 888 catalyst types from USPTO. Task: Predict which catalyst facilitates the given reaction. (1) Reactant: [H-].[Na+].[NH:3]1[CH:7]=[CH:6][CH:5]=[CH:4]1.[C:8]([C:12]1[N:16]([CH2:17][CH:18]2[CH2:23][CH2:22][O:21][CH2:20][CH2:19]2)[C:15]2[CH:24]=[CH:25][C:26]([S:28](Cl)(=[O:30])=[O:29])=[CH:27][C:14]=2[N:13]=1)([CH3:11])([CH3:10])[CH3:9]. Product: [C:8]([C:12]1[N:16]([CH2:17][CH:18]2[CH2:19][CH2:20][O:21][CH2:22][CH2:23]2)[C:15]2[CH:24]=[CH:25][C:26]([S:28]([N:3]3[CH:7]=[CH:6][CH:5]=[CH:4]3)(=[O:29])=[O:30])=[CH:27][C:14]=2[N:13]=1)([CH3:11])([CH3:9])[CH3:10]. The catalyst class is: 1. (2) Reactant: [CH2:1]([O:8][C:9]([N:11]1[CH2:16][CH2:15][CH:14]([C:17]([OH:19])=O)[CH2:13][CH2:12]1)=[O:10])[C:2]1[CH:7]=[CH:6][CH:5]=[CH:4][CH:3]=1.S(Cl)([Cl:22])=O. Product: [Cl:22][C:17]([CH:14]1[CH2:15][CH2:16][N:11]([C:9]([O:8][CH2:1][C:2]2[CH:7]=[CH:6][CH:5]=[CH:4][CH:3]=2)=[O:10])[CH2:12][CH2:13]1)=[O:19]. The catalyst class is: 4. (3) Reactant: [C:1]([C:3]1[CH:8]=[CH:7][C:6]([C:9]#[C:10][C:11](OCC)=[O:12])=[CH:5][CH:4]=1)#[N:2].CC(C[AlH]CC(C)C)C. Product: [O:12]=[CH:11][C:10]#[C:9][C:6]1[CH:5]=[CH:4][C:3]([C:1]#[N:2])=[CH:8][CH:7]=1. The catalyst class is: 426. (4) Reactant: [Cl:1][C:2]1(C(O)=O)[CH:7]=[CH:6][C:5]([Br:8])=[CH:4][NH:3]1.N1C=CC=CC=1.[C:18]1([CH3:28])[CH:23]=CC(S(Cl)(=O)=O)=C[CH:19]=1.[C:29]([O-:32])(O)=[O:30].[Na+]. Product: [Br:8][C:5]1[C:4]([C:29]([O:32][C:18]([CH3:28])([CH3:23])[CH3:19])=[O:30])=[N:3][C:2]([Cl:1])=[CH:7][CH:6]=1. The catalyst class is: 107. (5) Reactant: [CH3:1][O:2][C:3](=[O:24])[C:4]1[CH:9]=[C:8]([N+:10]([O-])=O)[C:7]([C:13]2[C:14]([F:20])=[N:15][CH:16]=[C:17]([CH3:19])[CH:18]=2)=[C:6]([N+:21]([O-])=O)[CH:5]=1.[H][H]. Product: [CH3:1][O:2][C:3](=[O:24])[C:4]1[CH:5]=[C:6]([NH2:21])[C:7]([C:13]2[C:14]([F:20])=[N:15][CH:16]=[C:17]([CH3:19])[CH:18]=2)=[C:8]([NH2:10])[CH:9]=1. The catalyst class is: 19. (6) Reactant: [O:1]1[C:6]2[CH:7]=[CH:8][CH:9]=[CH:10][C:5]=2[CH2:4][CH2:3][CH:2]1[CH:11]=O.[NH2:13][CH2:14][CH2:15][CH2:16][N:17]1[CH2:22][CH2:21][CH2:20][NH:19][C:18]1=[S:23].[C:24]([OH:29])(=[O:28])[C:25]([OH:27])=[O:26]. Product: [C:24]([OH:29])(=[O:28])[C:25]([OH:27])=[O:26].[O:1]1[C:6]2[CH:7]=[CH:8][CH:9]=[CH:10][C:5]=2[CH2:4][CH2:3][CH:2]1[CH2:11][NH:13][CH2:14][CH2:15][CH2:16][N:17]1[CH2:22][CH2:21][CH2:20][NH:19][C:18]1=[S:23]. The catalyst class is: 19. (7) Reactant: [C:1]([CH2:3][C:4]([O:6][C:7]([CH3:10])([CH3:9])[CH3:8])=[O:5])#[N:2].C[Si](C)(C)N[Si](C)(C)C.[Li].Cl[C:22]1[N:27]=[C:26]([C:28]([F:31])([F:30])[F:29])[CH:25]=[CH:24][N:23]=1. Product: [C:1]([C:3](=[C:22]1[N:27]=[C:26]([C:28]([F:31])([F:30])[F:29])[CH:25]=[CH:24][NH:23]1)[C:4]([O:6][C:7]([CH3:10])([CH3:9])[CH3:8])=[O:5])#[N:2]. The catalyst class is: 1.